Predict which catalyst facilitates the given reaction. From a dataset of Catalyst prediction with 721,799 reactions and 888 catalyst types from USPTO. (1) Reactant: O=[CH:2][CH2:3][CH2:4][CH2:5][CH2:6][C:7]([O:9][CH2:10][CH3:11])=[O:8].Cl.[F:13][C:14]1[CH:19]=[CH:18][C:17]([NH:20]N)=[CH:16][CH:15]=1. Product: [F:13][C:14]1[CH:19]=[C:18]2[C:17](=[CH:16][CH:15]=1)[NH:20][CH:2]=[C:3]2[CH2:4][CH2:5][CH2:6][C:7]([O:9][CH2:10][CH3:11])=[O:8]. The catalyst class is: 8. (2) Reactant: [CH3:1][C:2]1[S:6][C:5]2[NH:7][C:8]3[CH:9]=[CH:10][CH:11]=[CH:12][C:13]=3[N:14]=[C:15]([N:16]3[CH2:21][CH2:20][N:19]([CH3:22])[CH2:18][CH2:17]3)[C:4]=2[CH:3]=1.[I:23][CH2:24][O:25][C:26]([NH:28][C@@H:29]([CH3:55])[C:30]([O:32][CH2:33][CH2:34][CH2:35][CH2:36][CH2:37][CH2:38][CH2:39][CH2:40][CH2:41][CH2:42][CH2:43][CH2:44][CH2:45][CH2:46][CH2:47][CH2:48][CH2:49][CH2:50][CH2:51][CH2:52][CH2:53][CH3:54])=[O:31])=[O:27]. Product: [I-:23].[CH2:33]([O:32][C:30](=[O:31])[C@@H:29]([NH:28][C:26]([O:25][CH2:24][N+:19]1([CH3:22])[CH2:20][CH2:21][N:16]([C:15]2[C:4]3[CH:3]=[C:2]([CH3:1])[S:6][C:5]=3[NH:7][C:8]3[CH:9]=[CH:10][CH:11]=[CH:12][C:13]=3[N:14]=2)[CH2:17][CH2:18]1)=[O:27])[CH3:55])[CH2:34][CH2:35][CH2:36][CH2:37][CH2:38][CH2:39][CH2:40][CH2:41][CH2:42][CH2:43][CH2:44][CH2:45][CH2:46][CH2:47][CH2:48][CH2:49][CH2:50][CH2:51][CH2:52][CH2:53][CH3:54]. The catalyst class is: 866. (3) Reactant: [Cl:1][C:2]1[CH:7]=[CH:6][CH:5]=[CH:4][C:3]=1[OH:8].C(=O)([O-])[O-].[K+].[K+].Cl[C:16]1[N:23]=[C:22]([C:24]2[CH:29]=[CH:28][CH:27]=[C:26]([F:30])[C:25]=2[F:31])[CH:21]=[CH:20][C:17]=1[CH:18]=[O:19]. Product: [Cl:1][C:2]1[CH:7]=[CH:6][CH:5]=[CH:4][C:3]=1[O:8][C:16]1[N:23]=[C:22]([C:24]2[CH:29]=[CH:28][CH:27]=[C:26]([F:30])[C:25]=2[F:31])[CH:21]=[CH:20][C:17]=1[CH:18]=[O:19]. The catalyst class is: 3. (4) Reactant: [OH:1][C@@H:2]([CH2:13][CH3:14])[C:3]([O:5][CH2:6][C:7]1[CH:12]=[CH:11][CH:10]=[CH:9][CH:8]=1)=[O:4].N1C=CC=CC=1.[F:21][C:22]([F:35])([F:34])[S:23](O[S:23]([C:22]([F:35])([F:34])[F:21])(=[O:25])=[O:24])(=[O:25])=[O:24]. Product: [F:21][C:22]([F:35])([F:34])[S:23]([O:1][C@@H:2]([CH2:13][CH3:14])[C:3]([O:5][CH2:6][C:7]1[CH:12]=[CH:11][CH:10]=[CH:9][CH:8]=1)=[O:4])(=[O:25])=[O:24]. The catalyst class is: 2. (5) The catalyst class is: 10. Product: [CH3:38][S:39]([OH:42])(=[O:41])=[O:40].[C:1]([C:4]1[C:9]2[S:10][C:11]([C:14]([NH:16][C:17]3[CH:26]=[CH:25][C:24]4[C:19](=[CH:20][CH:21]=[CH:22][C:23]=4[C:27]([N:29]4[CH2:32][CH:31]([O:33][CH3:34])[CH2:30]4)=[O:28])[N:18]=3)=[O:15])=[C:12]([CH3:13])[C:8]=2[C:7]([CH2:35][O:36][CH3:37])=[CH:6][CH:5]=1)(=[O:3])[CH3:2]. Reactant: [C:1]([C:4]1[C:9]2[S:10][C:11]([C:14]([NH:16][C:17]3[CH:26]=[CH:25][C:24]4[C:19](=[CH:20][CH:21]=[CH:22][C:23]=4[C:27]([N:29]4[CH2:32][CH:31]([O:33][CH3:34])[CH2:30]4)=[O:28])[N:18]=3)=[O:15])=[C:12]([CH3:13])[C:8]=2[C:7]([CH2:35][O:36][CH3:37])=[CH:6][CH:5]=1)(=[O:3])[CH3:2].[CH3:38][S:39]([OH:42])(=[O:41])=[O:40]. (6) Reactant: [C:1]([C:3]1[N:4]=[CH:5][C:6]2[CH:11]=[C:10]([CH2:12][O:13][C:14]3[CH:22]=[CH:21][C:17]([C:18](O)=[O:19])=[CH:16][CH:15]=3)[N:9]([CH2:23][CH2:24][CH:25]3[CH2:30][CH2:29][CH2:28][CH2:27][CH2:26]3)[C:7]=2[N:8]=1)#[N:2].[F:31][C:32]([F:36])([F:35])[CH2:33][NH2:34].C1C=NC2N(O)N=NC=2C=1.Cl. Product: [C:1]([C:3]1[N:4]=[CH:5][C:6]2[CH:11]=[C:10]([CH2:12][O:13][C:14]3[CH:15]=[CH:16][C:17]([C:18]([NH:34][CH2:33][C:32]([F:36])([F:35])[F:31])=[O:19])=[CH:21][CH:22]=3)[N:9]([CH2:23][CH2:24][CH:25]3[CH2:26][CH2:27][CH2:28][CH2:29][CH2:30]3)[C:7]=2[N:8]=1)#[N:2]. The catalyst class is: 3. (7) Reactant: F[C:2]1[CH:9]=[CH:8][CH:7]=[CH:6][C:3]=1[C:4]#[N:5].[OH:10][C:11]1[CH:16]=[CH:15][C:14]([CH2:17][NH:18][C:19](=[O:27])[C:20]2[CH:25]=[CH:24][CH:23]=[N:22][C:21]=2[NH2:26])=[CH:13][CH:12]=1.C(=O)([O-])[O-].[Cs+].[Cs+].Cl. Product: [C:4]([C:3]1[CH:6]=[CH:7][CH:8]=[CH:9][C:2]=1[O:10][C:11]1[CH:12]=[CH:13][C:14]([CH2:17][NH:18][C:19](=[O:27])[C:20]2[CH:25]=[CH:24][CH:23]=[N:22][C:21]=2[NH2:26])=[CH:15][CH:16]=1)#[N:5]. The catalyst class is: 3.